This data is from Forward reaction prediction with 1.9M reactions from USPTO patents (1976-2016). The task is: Predict the product of the given reaction. (1) Given the reactants [NH2:1][C:2]1[N:7]=[C:6]([CH2:8][C:9]2[C:14]([Cl:15])=[CH:13][CH:12]=[CH:11][C:10]=2[Cl:16])[N:5]=[C:4]([NH:17][C:18]2[CH:25]=[CH:24][C:21]([C:22]#[N:23])=[CH:20][CH:19]=2)[N:3]=1.CO[CH:28](OC)[N:29]([CH3:31])[CH3:30], predict the reaction product. The product is: [Cl:16][C:10]1[CH:11]=[CH:12][CH:13]=[C:14]([Cl:15])[C:9]=1[CH2:8][C:6]1[N:7]=[C:2]([N:1]=[CH:28][N:29]([CH3:31])[CH3:30])[N:3]=[C:4]([NH:17][C:18]2[CH:19]=[CH:20][C:21]([C:22]#[N:23])=[CH:24][CH:25]=2)[N:5]=1. (2) Given the reactants [CH2:1]([NH:8][C:9](=[O:31])[N:10]([C:12]1[CH:13]=[C:14]([C:18]2[CH:23]=[CH:22][C:21]([CH2:24][CH2:25][C:26]([O:28][CH3:29])=[O:27])=[CH:20][C:19]=2[OH:30])[CH:15]=[CH:16][CH:17]=1)[CH3:11])[CH2:2][CH2:3][CH2:4][CH2:5][CH2:6][CH3:7].Br[CH2:33][CH2:34][O:35][CH3:36].C(=O)([O-])[O-].[K+].[K+].[I-].[Na+], predict the reaction product. The product is: [CH2:1]([NH:8][C:9](=[O:31])[N:10]([C:12]1[CH:13]=[C:14]([C:18]2[CH:23]=[CH:22][C:21]([CH2:24][CH2:25][C:26]([O:28][CH3:29])=[O:27])=[CH:20][C:19]=2[O:30][CH2:33][CH2:34][O:35][CH3:36])[CH:15]=[CH:16][CH:17]=1)[CH3:11])[CH2:2][CH2:3][CH2:4][CH2:5][CH2:6][CH3:7]. (3) Given the reactants [C:1]([O:5][C:6](=[O:15])[NH:7][CH:8]1[CH2:13][CH2:12][CH:11]([NH2:14])[CH2:10][CH2:9]1)([CH3:4])([CH3:3])[CH3:2].[Br:16][C:17]1[CH:24]=[CH:23][C:20]([CH:21]=O)=[C:19]([O:25][C:26]([F:29])([F:28])[F:27])[CH:18]=1.[BH-](OC(C)=O)(OC(C)=O)OC(C)=O.[Na+].C([O-])(O)=O.[Na+], predict the reaction product. The product is: [C:1]([O:5][C:6](=[O:15])[NH:7][C@H:8]1[CH2:9][CH2:10][C@@H:11]([NH:14][CH2:21][C:20]2[CH:23]=[CH:24][C:17]([Br:16])=[CH:18][C:19]=2[O:25][C:26]([F:28])([F:27])[F:29])[CH2:12][CH2:13]1)([CH3:4])([CH3:2])[CH3:3]. (4) Given the reactants [F:1][C:2]1[CH:7]=[CH:6][C:5]([CH2:8][NH:9][C:10]2[CH:15]=[CH:14][C:13]([CH:16]([CH3:18])[CH3:17])=[CH:12][CH:11]=2)=[CH:4][CH:3]=1.[CH:19]([C:22]1[CH:27]=[CH:26][CH:25]=[C:24]([CH:28]([CH3:30])[CH3:29])[C:23]=1[N:31]=[C:32]=[O:33])([CH3:21])[CH3:20], predict the reaction product. The product is: [CH:19]([C:22]1[CH:27]=[CH:26][CH:25]=[C:24]([CH:28]([CH3:29])[CH3:30])[C:23]=1[NH:31][C:32](=[O:33])[N:9]([CH2:8][C:5]1[CH:4]=[CH:3][C:2]([F:1])=[CH:7][CH:6]=1)[C:10]1[CH:11]=[CH:12][C:13]([CH:16]([CH3:18])[CH3:17])=[CH:14][CH:15]=1)([CH3:20])[CH3:21]. (5) Given the reactants Br[C:2]1[CH:3]=[CH:4][C:5]([F:9])=[C:6]([CH3:8])[CH:7]=1.[Cl:10][C:11]1[CH:16]=[CH:15][CH:14]=[C:13]([Cl:17])[C:12]=1B(O)O.C(O)C.C(=O)([O-])[O-].[Na+].[Na+], predict the reaction product. The product is: [Cl:10][C:11]1[CH:16]=[CH:15][CH:14]=[C:13]([Cl:17])[C:12]=1[C:2]1[CH:3]=[CH:4][C:5]([F:9])=[C:6]([CH3:8])[CH:7]=1. (6) Given the reactants [CH3:1][C@:2]1([N:10]2[C:19](=[O:20])[C:18]3[C:13](=[CH:14][CH:15]=[CH:16][C:17]=3[N+:21]([O-])=O)[N:12]=[C:11]2[CH3:24])[CH2:7][CH2:6][C:5](=[O:8])[NH:4][C:3]1=[O:9], predict the reaction product. The product is: [NH2:21][C:17]1[CH:16]=[CH:15][CH:14]=[C:13]2[C:18]=1[C:19](=[O:20])[N:10]([C@@:2]1([CH3:1])[CH2:7][CH2:6][C:5](=[O:8])[NH:4][C:3]1=[O:9])[C:11]([CH3:24])=[N:12]2.